This data is from Forward reaction prediction with 1.9M reactions from USPTO patents (1976-2016). The task is: Predict the product of the given reaction. (1) Given the reactants ClC1C(Cl)=CC=CC=1N1CCCN([CH2:16][CH2:17][CH2:18][CH2:19][O:20][C:21]2[CH:30]=[C:29]3[C:24]([CH:25]=[CH:26][C:27](=[O:31])[NH:28]3)=[CH:23][CH:22]=2)CC1.[Na+].[I-].[O:34]1[CH2:39][CH2:38][O:37][C:36]2[C:40]([N:44]3[CH2:49][CH2:48][NH:47][CH2:46][CH2:45]3)=[CH:41][CH:42]=[CH:43][C:35]1=2.C([O-])([O-])=O.[K+].[K+], predict the reaction product. The product is: [O:34]1[CH2:39][CH2:38][O:37][C:36]2[C:40]([N:44]3[CH2:45][CH2:46][N:47]([CH2:16][CH2:17][CH2:18][CH2:19][O:20][C:21]4[CH:30]=[C:29]5[C:24]([CH2:25][CH2:26][C:27](=[O:31])[NH:28]5)=[CH:23][CH:22]=4)[CH2:48][CH2:49]3)=[CH:41][CH:42]=[CH:43][C:35]1=2. (2) Given the reactants [Cl:1][C:2]1[CH:3]=[C:4]([C:9]2([OH:16])[CH2:13][CH2:12][N:11]([CH2:14][CH3:15])[CH2:10]2)[CH:5]=[C:6]([F:8])[CH:7]=1.ClC1C=C(C=CC=1)C(O)=[O:22], predict the reaction product. The product is: [Cl:1][C:2]1[CH:3]=[C:4]([C:9]2([OH:16])[CH2:13][CH2:12][N+:11]([O-:22])([CH2:14][CH3:15])[CH2:10]2)[CH:5]=[C:6]([F:8])[CH:7]=1. (3) The product is: [CH2:15]([O:14][C:8]1[CH:7]=[C:6]2[C:11]([C:2]([NH:22][C:23]3[CH:24]=[C:25]4[C:29](=[CH:30][CH:31]=3)[NH:28][C:27]([CH3:32])=[C:26]4[CH3:33])=[N:3][CH:4]=[N:5]2)=[CH:10][C:9]=1[O:12][CH3:13])[C:16]1[CH:21]=[CH:20][CH:19]=[CH:18][CH:17]=1. Given the reactants Cl[C:2]1[C:11]2[C:6](=[CH:7][C:8]([O:14][CH2:15][C:16]3[CH:21]=[CH:20][CH:19]=[CH:18][CH:17]=3)=[C:9]([O:12][CH3:13])[CH:10]=2)[N:5]=[CH:4][N:3]=1.[NH2:22][C:23]1[CH:24]=[C:25]2[C:29](=[CH:30][CH:31]=1)[NH:28][C:27]([CH3:32])=[C:26]2[CH3:33].Cl, predict the reaction product. (4) The product is: [NH2:28][C:2]1[CH:3]=[C:4]2[C:8](=[CH:9][CH:10]=1)[N:7]([CH3:11])[C:6](=[O:12])[C:5]12[CH2:14][CH2:13]1. Given the reactants Br[C:2]1[CH:3]=[C:4]2[C:8](=[CH:9][CH:10]=1)[N:7]([CH3:11])[C:6](=[O:12])[C:5]12[CH2:14][CH2:13]1.C(=[NH:28])(C1C=CC=CC=1)C1C=CC=CC=1.C(=O)([O-])[O-].[Cs+].[Cs+].C1(P(C2C=CC=CC=2)C2C=CC3C(=CC=CC=3)C=2C2C3C(=CC=CC=3)C=CC=2P(C2C=CC=CC=2)C2C=CC=CC=2)C=CC=CC=1.Cl, predict the reaction product.